From a dataset of Forward reaction prediction with 1.9M reactions from USPTO patents (1976-2016). Predict the product of the given reaction. (1) Given the reactants C[O:2][C:3](=[O:30])[CH2:4][N:5]1[C:14]2[C:9](=[CH:10][CH:11]=[C:12]([Cl:15])[CH:13]=2)[CH2:8][CH:7]([NH:16][C:17]([C:19]2[NH:28][C:22]3=[CH:23][N:24]=[C:25]([Cl:27])[CH:26]=[C:21]3[CH:20]=2)=[O:18])[C:6]1=[O:29].[OH-].[Na+], predict the reaction product. The product is: [Cl:15][C:12]1[CH:13]=[C:14]2[C:9]([CH2:8][CH:7]([NH:16][C:17]([C:19]3[NH:28][C:22]4=[CH:23][N:24]=[C:25]([Cl:27])[CH:26]=[C:21]4[CH:20]=3)=[O:18])[C:6](=[O:29])[N:5]2[CH2:4][C:3]([OH:30])=[O:2])=[CH:10][CH:11]=1. (2) The product is: [CH3:26][CH:25]([CH2:10][CH2:9][CH:8]=[C:7]([CH3:12])[CH3:5])[CH2:24][CH2:23][O:27][CH2:4][C:5]([C:7]1[CH:12]=[C:11]([CH:13]([CH3:15])[CH3:14])[C:10]([OH:16])=[C:9]([CH:17]([CH3:19])[CH3:18])[CH:8]=1)=[O:6]. Given the reactants [OH-].[K+].Cl[CH2:4][C:5]([C:7]1[CH:12]=[C:11]([CH:13]([CH3:15])[CH3:14])[C:10]([OH:16])=[C:9]([CH:17]([CH3:19])[CH3:18])[CH:8]=1)=[O:6].Cl.CN1[CH2:26][CH2:25][CH2:24][C:23]1=[O:27], predict the reaction product. (3) The product is: [NH3:4].[CH2:32]([S:29]([NH:28][CH2:27][CH2:26][N:4]1[CH2:5][CH2:6][C:7]([CH3:19])([C:8]2[CH:13]=[CH:12][CH:11]=[C:10]([C:14]3[N:15]=[N:16][NH:17][CH:18]=3)[CH:9]=2)[CH:2]([CH3:1])[CH2:3]1)(=[O:31])=[O:30])[CH3:33]. Given the reactants [CH3:1][CH:2]1[C:7]([CH3:19])([C:8]2[CH:13]=[CH:12][CH:11]=[C:10]([C:14]3[N:15]=[N:16][NH:17][CH:18]=3)[CH:9]=2)[CH2:6][CH2:5][NH:4][CH2:3]1.C(=O)([O-])O.[Na+].I[CH2:26][CH2:27][NH:28][S:29]([CH2:32][CH3:33])(=[O:31])=[O:30], predict the reaction product. (4) The product is: [Cl:33][C:27]1[CH:28]=[C:29]([N+:30]([O-:32])=[O:31])[C:24]([O:17][CH2:16][C:15]([N:14]2[CH:9]3[CH2:10][CH2:11][CH:12]2[CH2:13][N:7]([CH2:6][C:5]2[CH:4]=[CH:3][C:2]([F:1])=[CH:20][CH:19]=2)[CH2:8]3)=[O:18])=[N:25][CH:26]=1. Given the reactants [F:1][C:2]1[CH:20]=[CH:19][C:5]([CH2:6][N:7]2[CH2:13][CH:12]3[N:14]([C:15](=[O:18])[CH2:16][OH:17])[CH:9]([CH2:10][CH2:11]3)[CH2:8]2)=[CH:4][CH:3]=1.[H-].[Na+].Cl[C:24]1[C:29]([N+:30]([O-:32])=[O:31])=[CH:28][C:27]([Cl:33])=[CH:26][N:25]=1, predict the reaction product. (5) Given the reactants [CH3:1][O:2][C:3]1[N:8]=[C:7]2[NH:9][N:10]=[CH:11][C:6]2=[CH:5][C:4]=1[NH:12][C:13]1[C:14]2[C:21]3[CH2:22][CH2:23][C@H:24]([C:26](O)=[O:27])[CH2:25][C:20]=3[S:19][C:15]=2[N:16]=[CH:17][N:18]=1.[CH3:29][NH:30][CH2:31][CH2:32][CH3:33], predict the reaction product. The product is: [CH3:1][O:2][C:3]1[N:8]=[C:7]2[NH:9][N:10]=[CH:11][C:6]2=[CH:5][C:4]=1[NH:12][C:13]1[C:14]2[C:21]3[CH2:22][CH2:23][C@H:24]([C:26]([N:30]([CH3:29])[CH2:31][CH2:32][CH3:33])=[O:27])[CH2:25][C:20]=3[S:19][C:15]=2[N:16]=[CH:17][N:18]=1. (6) Given the reactants [CH3:1][O-:2].[Na+].[Na].[NH2:5][C:6]1[N:14]=[C:13]([O:15][CH2:16][CH2:17][O:18][CH3:19])[N:12]=[C:11]2[C:7]=1[N:8]=[C:9](Br)[N:10]2[CH2:20][C:21]1[CH:28]=[CH:27][C:24]([C:25]#[N:26])=[CH:23][CH:22]=1, predict the reaction product. The product is: [NH2:5][C:6]1[N:14]=[C:13]([O:15][CH2:16][CH2:17][O:18][CH3:19])[N:12]=[C:11]2[C:7]=1[N:8]=[C:9]([O:2][CH3:1])[N:10]2[CH2:20][C:21]1[CH:28]=[CH:27][C:24]([C:25]#[N:26])=[CH:23][CH:22]=1. (7) Given the reactants [CH3:1][O:2][C:3]1[N:4]=[N:5][CH:6]=[CH:7][C:8]=1[CH2:9][OH:10].CCN(C(C)C)C(C)C.[CH3:20][S:21](Cl)(=[O:23])=[O:22], predict the reaction product. The product is: [CH3:20][S:21]([O:10][CH2:9][C:8]1[CH:7]=[CH:6][N:5]=[N:4][C:3]=1[O:2][CH3:1])(=[O:23])=[O:22].